From a dataset of Forward reaction prediction with 1.9M reactions from USPTO patents (1976-2016). Predict the product of the given reaction. (1) Given the reactants [C:1]([O:5][C:6]([N:8]1[CH2:14][CH2:13][CH2:12][C:11]([C:16]2[C:21]([CH3:22])=[CH:20][C:19]([Br:23])=[CH:18][N:17]=2)(O)[CH2:10][CH2:9]1)=[O:7])([CH3:4])([CH3:3])[CH3:2].S(Cl)(Cl)=O.O.C(=O)(O)[O-].[Na+], predict the reaction product. The product is: [C:1]([O:5][C:6]([N:8]1[CH2:14][CH2:13][CH:12]=[C:11]([C:16]2[C:21]([CH3:22])=[CH:20][C:19]([Br:23])=[CH:18][N:17]=2)[CH2:10][CH2:9]1)=[O:7])([CH3:4])([CH3:3])[CH3:2]. (2) Given the reactants [OH:1][C:2]1[CH:7]=[C:6]([O:8][CH3:9])[CH:5]=[CH:4][C:3]=1[C:10](=[O:19])[CH2:11][C:12]([O:14][C:15]([CH3:18])([CH3:17])[CH3:16])=[O:13].[CH:20](=O)[C:21]1[CH:26]=[CH:25][CH:24]=[CH:23][CH:22]=1.N1CCCCC1.C(O)(=O)C, predict the reaction product. The product is: [OH:1][C:2]1[CH:7]=[C:6]([O:8][CH3:9])[CH:5]=[CH:4][C:3]=1[C:10](/[C:11](=[CH:20]\[C:21]1[CH:26]=[CH:25][CH:24]=[CH:23][CH:22]=1)/[C:12]([O:14][C:15]([CH3:16])([CH3:18])[CH3:17])=[O:13])=[O:19]. (3) Given the reactants [Cl:1][C:2]1[CH:3]=[C:4]([CH:7]=[CH:8][CH:9]=1)[CH2:5]Br.[C:10]1([S:20]([C:23]2[C:31]3[C:26](=[CH:27][CH:28]=[C:29]([O:32][CH2:33][CH2:34][O:35][S:36]([C:39]4[CH:44]=[CH:43][C:42]([CH3:45])=[CH:41][CH:40]=4)(=[O:38])=[O:37])[CH:30]=3)[NH:25][N:24]=2)(=[O:22])=[O:21])[C:19]2[C:14](=[CH:15][CH:16]=[CH:17][CH:18]=2)[CH:13]=[CH:12][CH:11]=1.C(=O)([O-])[O-].[Cs+].[Cs+].O, predict the reaction product. The product is: [Cl:1][C:2]1[CH:3]=[C:4]([CH:7]=[CH:8][CH:9]=1)[CH2:5][N:25]1[C:26]2[C:31](=[CH:30][C:29]([O:32][CH2:33][CH2:34][O:35][S:36]([C:39]3[CH:44]=[CH:43][C:42]([CH3:45])=[CH:41][CH:40]=3)(=[O:38])=[O:37])=[CH:28][CH:27]=2)[C:23]([S:20]([C:10]2[C:19]3[C:14](=[CH:15][CH:16]=[CH:17][CH:18]=3)[CH:13]=[CH:12][CH:11]=2)(=[O:21])=[O:22])=[N:24]1. (4) Given the reactants CN(C)[CH2:3][CH2:4][C:5]([C:7]1[CH:12]=[CH:11][CH:10]=[CH:9][C:8]=1[F:13])=[O:6].[Br:15][C:16]1[CH:21]=[CH:20][C:19]([C@@H:22]([NH2:24])[CH3:23])=[CH:18][CH:17]=1.O, predict the reaction product. The product is: [Br:15][C:16]1[CH:21]=[CH:20][C:19]([C@@H:22]([NH:24][CH2:3][CH2:4][C:5]([C:7]2[CH:12]=[CH:11][CH:10]=[CH:9][C:8]=2[F:13])=[O:6])[CH3:23])=[CH:18][CH:17]=1. (5) Given the reactants [Br:1][C:2]1[C:3]([O:5][C:6](=O)[C:7]=1[Br:8])=[O:4].[NH2:10][C:11]1[CH:16]=[CH:15][CH:14]=[CH:13][CH:12]=1, predict the reaction product. The product is: [C:11]1([N:10]2[C:3](=[O:4])[C:2]([Br:1])=[C:7]([Br:8])[C:6]2=[O:5])[CH:16]=[CH:15][CH:14]=[CH:13][CH:12]=1. (6) Given the reactants [CH3:1][O:2][C:3](=[O:12])[CH2:4][C:5]1[CH:10]=[CH:9][CH:8]=[C:7]([OH:11])[CH:6]=1.I[CH:14]([CH2:16][CH3:17])[CH3:15].C(=O)([O-])[O-].[K+].[K+], predict the reaction product. The product is: [CH3:1][O:2][C:3](=[O:12])[CH2:4][C:5]1[CH:10]=[CH:9][CH:8]=[C:7]([O:11][CH:14]([CH2:16][CH3:17])[CH3:15])[CH:6]=1.